Dataset: Full USPTO retrosynthesis dataset with 1.9M reactions from patents (1976-2016). Task: Predict the reactants needed to synthesize the given product. (1) Given the product [F:1][C:2]1[CH:3]=[C:4]([CH:7]=[CH:8][C:9]=1[S:10][CH3:11])[CH2:5][N:6]1[C:18](=[O:19])[C:17]2[C:16](=[CH:24][CH:23]=[CH:22][CH:21]=2)[C:15]1=[O:20], predict the reactants needed to synthesize it. The reactants are: [F:1][C:2]1[CH:3]=[C:4]([CH:7]=[CH:8][C:9]=1[S:10][CH3:11])[C:5]#[N:6].N.[H][H].[C:15]1(=O)[O:20][C:18](=[O:19])[C:17]2=[CH:21][CH:22]=[CH:23][CH:24]=[C:16]12.C(N(CC)CC)C. (2) Given the product [CH2:41]([N:43]([CH2:44][CH3:45])[C:2]1[N:11]=[C:10]([NH:12][CH2:13][C:14]2[CH:19]=[CH:18][C:17]([NH:20][C:21]([CH:23]3[CH2:28][CH2:27][N:26]([CH2:29][C:30]4[CH:31]=[CH:32][C:33]([F:36])=[CH:34][CH:35]=4)[CH2:25][CH2:24]3)=[O:22])=[CH:16][CH:15]=2)[C:9]2[C:4](=[CH:5][CH:6]=[C:7]([C:37]([F:39])([F:40])[F:38])[CH:8]=2)[N:3]=1)[CH3:42], predict the reactants needed to synthesize it. The reactants are: Cl[C:2]1[N:11]=[C:10]([NH:12][CH2:13][C:14]2[CH:19]=[CH:18][C:17]([NH:20][C:21]([CH:23]3[CH2:28][CH2:27][N:26]([CH2:29][C:30]4[CH:35]=[CH:34][C:33]([F:36])=[CH:32][CH:31]=4)[CH2:25][CH2:24]3)=[O:22])=[CH:16][CH:15]=2)[C:9]2[C:4](=[CH:5][CH:6]=[C:7]([C:37]([F:40])([F:39])[F:38])[CH:8]=2)[N:3]=1.[CH2:41]([NH:43][CH2:44][CH3:45])[CH3:42]. (3) Given the product [OH:8][CH2:7][CH:4]1[CH2:5][CH2:6][N:1]([C:10]2[CH:17]=[CH:16][C:13]([C:14]#[N:15])=[CH:12][C:11]=2[C:18]([F:19])([F:21])[F:20])[CH2:2][CH2:3]1, predict the reactants needed to synthesize it. The reactants are: [NH:1]1[CH2:6][CH2:5][CH:4]([CH2:7][OH:8])[CH2:3][CH2:2]1.F[C:10]1[CH:17]=[CH:16][C:13]([C:14]#[N:15])=[CH:12][C:11]=1[C:18]([F:21])([F:20])[F:19].C(=O)([O-])[O-].[K+].[K+].O. (4) Given the product [F:9][C:10]1[CH:11]=[CH:12][C:13]2[O:18][CH2:17][CH2:16][N:15]([N:1]=[O:2])[C:14]=2[CH:19]=1, predict the reactants needed to synthesize it. The reactants are: [N:1](OCCC(C)C)=[O:2].[F:9][C:10]1[CH:11]=[CH:12][C:13]2[O:18][CH2:17][CH2:16][NH:15][C:14]=2[CH:19]=1. (5) Given the product [CH:20]1([NH:23][CH:14]([C:12]2[CH:13]=[C:8]([C:7]#[C:6][CH2:5][NH:4][C:3](=[O:19])[O:2][CH3:1])[C:9]([O:17][CH3:18])=[N:10][CH:11]=2)[CH3:15])[CH2:22][CH2:21]1, predict the reactants needed to synthesize it. The reactants are: [CH3:1][O:2][C:3](=[O:19])[NH:4][CH2:5][C:6]#[C:7][C:8]1[C:9]([O:17][CH3:18])=[N:10][CH:11]=[C:12]([C:14](=O)[CH3:15])[CH:13]=1.[CH:20]1([NH2:23])[CH2:22][CH2:21]1. (6) Given the product [CH:20]([O:23][C:24](=[O:28])[C@@H:25]([NH:26][P:14]([O:13][C:10]1[CH:11]=[CH:12][C:7]([C:2]2[N:3]=[CH:4][CH:5]=[CH:6][N:1]=2)=[CH:8][CH:9]=1)([O:49][CH2:48][C@@H:45]1[C@@H:46]([OH:47])[C@:42]([F:41])([CH3:58])[C@H:43]([N:50]2[CH:57]=[CH:56][C:54](=[O:55])[NH:53][C:51]2=[O:52])[O:44]1)=[O:15])[CH3:27])([CH3:22])[CH3:21], predict the reactants needed to synthesize it. The reactants are: [N:1]1[CH:6]=[CH:5][CH:4]=[N:3][C:2]=1[C:7]1[CH:12]=[CH:11][C:10]([OH:13])=[CH:9][CH:8]=1.[P:14](Cl)(Cl)(Cl)=[O:15].Cl.[CH:20]([O:23][C:24](=[O:28])[C@H:25]([CH3:27])[NH2:26])([CH3:22])[CH3:21].FC1C(O)=C(F)C(F)=C(F)C=1F.[F:41][C@:42]1([CH3:58])[C@H:46]([OH:47])[C@@H:45]([CH2:48][OH:49])[O:44][C@H:43]1[N:50]1[CH:57]=[CH:56][C:54](=[O:55])[NH:53][C:51]1=[O:52].